Predict the product of the given reaction. From a dataset of Forward reaction prediction with 1.9M reactions from USPTO patents (1976-2016). (1) Given the reactants [F:1][C:2]1[CH:7]=[CH:6][C:5]([O:8][CH3:9])=[C:4]([O:10][CH3:11])[CH:3]=1.C([N-]C(C)C)(C)C.[Li+].[Cl:20][C:21]1[CH:32]=[CH:31][C:24]2[N:25]=C(C)[O:27][C:28](=O)[C:23]=2[CH:22]=1, predict the reaction product. The product is: [NH2:25][C:24]1[CH:31]=[CH:32][C:21]([Cl:20])=[CH:22][C:23]=1[C:28]([C:3]1[C:2]([F:1])=[CH:7][CH:6]=[C:5]([O:8][CH3:9])[C:4]=1[O:10][CH3:11])=[O:27]. (2) Given the reactants [I-].[OH-:2].[CH:3]1([N:9]2[CH2:14][CH2:13][N+:12]([CH3:16])([CH3:15])[CH2:11][CH2:10]2)[CH2:8][CH2:7][CH2:6][CH2:5][CH2:4]1, predict the reaction product. The product is: [OH-:2].[CH:3]1([N:9]2[CH2:10][CH2:11][N+:12]([CH3:16])([CH3:15])[CH2:13][CH2:14]2)[CH2:8][CH2:7][CH2:6][CH2:5][CH2:4]1. (3) Given the reactants [C:1]1([C:11]#[C:12][CH3:13])[C:10]2[C:5](=[CH:6][CH:7]=[CH:8][CH:9]=2)[CH:4]=[CH:3][CH:2]=1, predict the reaction product. The product is: [C:1]1([C:11]#[C:12][CH3:13])[C:10]2[C:5](=[CH:6][CH:7]=[CH:8][CH:9]=2)[CH:4]=[CH:3][CH:2]=1.[C:1]1(/[CH:11]=[CH:12]\[CH3:13])[C:10]2[C:5](=[CH:6][CH:7]=[CH:8][CH:9]=2)[CH:4]=[CH:3][CH:2]=1. (4) Given the reactants [CH2:1]([O:5][C:6]1[CH:11]=[CH:10][C:9]([O:12][CH3:13])=[C:8]([O:14][CH3:15])[CH:7]=1)[C:2]#[C:3]C.C([Li])CCC.[CH3:21][O:22][C:23]1[C:32]([CH:33]=[O:34])=[CH:31][C:30]([N+:35]([O-:37])=[O:36])=[C:29]2[C:24]=1[CH:25]=[CH:26][C:27]([CH3:39])([CH3:38])[O:28]2.CCOCC, predict the reaction product. The product is: [CH3:15][O:14][C:8]1[CH:7]=[C:6]([O:5][CH2:1][C:2]#[C:3][C:33]([C:32]2[C:23]([O:22][CH3:21])=[C:24]3[C:29](=[C:30]([N+:35]([O-:37])=[O:36])[CH:31]=2)[O:28][C:27]([CH3:39])([CH3:38])[CH:26]=[CH:25]3)=[O:34])[CH:11]=[CH:10][C:9]=1[O:12][CH3:13]. (5) Given the reactants [C:1]([N:4]1[CH:9]([CH2:10]OCC2C=CC=CC=2)[CH2:8][N:7]([CH2:19][C:20]2[CH:25]=[CH:24][C:23]([F:26])=[CH:22][CH:21]=2)[C:6](=[O:27])[CH2:5]1)(=[O:3])[CH3:2].[S:28]1(=[O:35])(=[O:34])[CH2:33][CH2:32][CH2:31][CH2:30][NH:29]1.C(C=P(CCCC)(CCCC)CCCC)#N, predict the reaction product. The product is: [C:1]([N:4]1[CH:9]([CH2:10][N:29]2[CH2:30][CH2:31][CH2:32][CH2:33][S:28]2(=[O:35])=[O:34])[CH2:8][N:7]([CH2:19][C:20]2[CH:21]=[CH:22][C:23]([F:26])=[CH:24][CH:25]=2)[C:6](=[O:27])[CH2:5]1)(=[O:3])[CH3:2].